This data is from Peptide-MHC class I binding affinity with 185,985 pairs from IEDB/IMGT. The task is: Regression. Given a peptide amino acid sequence and an MHC pseudo amino acid sequence, predict their binding affinity value. This is MHC class I binding data. (1) The peptide sequence is LVTMGTGTFGR. The MHC is HLA-B07:02 with pseudo-sequence HLA-B07:02. The binding affinity (normalized) is 0.120. (2) The peptide sequence is VGYVDDTQF. The MHC is HLA-B15:01 with pseudo-sequence HLA-B15:01. The binding affinity (normalized) is 0.413. (3) The peptide sequence is RMMETWHPL. The MHC is HLA-A02:03 with pseudo-sequence HLA-A02:03. The binding affinity (normalized) is 0.936. (4) The peptide sequence is TLDESFLGRY. The MHC is HLA-A24:02 with pseudo-sequence HLA-A24:02. The binding affinity (normalized) is 0. (5) The peptide sequence is KRVDWSVEY. The MHC is HLA-A69:01 with pseudo-sequence HLA-A69:01. The binding affinity (normalized) is 0.0847. (6) The peptide sequence is FLFPDTRAV. The MHC is HLA-A02:02 with pseudo-sequence HLA-A02:02. The binding affinity (normalized) is 1.00. (7) The peptide sequence is QIFEVYWYL. The MHC is HLA-A03:01 with pseudo-sequence HLA-A03:01. The binding affinity (normalized) is 0.356. (8) The peptide sequence is QTPTKLMNK. The MHC is HLA-A03:01 with pseudo-sequence HLA-A03:01. The binding affinity (normalized) is 0.506.